Dataset: Peptide-MHC class II binding affinity with 134,281 pairs from IEDB. Task: Regression. Given a peptide amino acid sequence and an MHC pseudo amino acid sequence, predict their binding affinity value. This is MHC class II binding data. (1) The peptide sequence is PPHAATIRVLALGNQ. The MHC is HLA-DQA10201-DQB10402 with pseudo-sequence HLA-DQA10201-DQB10402. The binding affinity (normalized) is 0.669. (2) The peptide sequence is IGSRGRRSCRAARRP. The MHC is HLA-DQA10401-DQB10402 with pseudo-sequence HLA-DQA10401-DQB10402. The binding affinity (normalized) is 0.224.